This data is from Reaction yield outcomes from USPTO patents with 853,638 reactions. The task is: Predict the reaction yield, written as a fraction of the theoretical maximum amount of product (1.0 means a 100% yield; for example, 0.34 means a 34% yield). (1) The reactants are [CH3:1]COCC.[OH-].[K+].CN(N=O)C(N[N+]([O-])=O)=N.[O:18]([C:25]1[CH:26]=[C:27]([CH:44]=[CH:45][CH:46]=1)[CH2:28][O:29][C:30]12[CH2:36][C:33]([CH2:37]/[CH:38]=[CH:39]/[C:40]([O:42][CH3:43])=[O:41])([CH2:34][CH2:35]1)[CH2:32][CH2:31]2)[C:19]1[CH:24]=[CH:23][CH:22]=[CH:21][CH:20]=1. The catalyst is C1COCC1.CC([O-])=O.CC([O-])=O.[Pd+2]. The product is [O:18]([C:25]1[CH:26]=[C:27]([CH:44]=[CH:45][CH:46]=1)[CH2:28][O:29][C:30]12[CH2:36][C:33]([CH2:37][CH:38]3[CH2:1][CH:39]3[C:40]([O:42][CH3:43])=[O:41])([CH2:32][CH2:31]1)[CH2:34][CH2:35]2)[C:19]1[CH:24]=[CH:23][CH:22]=[CH:21][CH:20]=1. The yield is 0.950. (2) The reactants are [CH2:1]([CH:3]([CH2:19][CH3:20])[CH:4]([C:6]1[N:10]([C:11]2[CH:16]=[CH:15][C:14]([O:17][CH3:18])=[CH:13][CH:12]=2)[N:9]=[CH:8][CH:7]=1)O)[CH3:2].C1(P(C2C=CC=CC=2)C2C=CC=CC=2)C=CC=CC=1.N(C(OCC)=O)=NC(OCC)=O.C1(P([N:66]=[N+:67]=[N-:68])(C2C=CC=CC=2)=O)C=CC=CC=1. The catalyst is C1COCC1.CCOC(C)=O. The product is [N:66]([CH:4]([C:6]1[N:10]([C:11]2[CH:16]=[CH:15][C:14]([O:17][CH3:18])=[CH:13][CH:12]=2)[N:9]=[CH:8][CH:7]=1)[CH:3]([CH2:19][CH3:20])[CH2:1][CH3:2])=[N+:67]=[N-:68]. The yield is 0.800.